Dataset: Catalyst prediction with 721,799 reactions and 888 catalyst types from USPTO. Task: Predict which catalyst facilitates the given reaction. (1) Reactant: [CH3:1][C:2]1[CH:7]=[CH:6][C:5]([S:8]([O:11][CH2:12][C@@H:13]2[C@@H:17]([CH2:18][O:19][S:20]([C:23]3[CH:28]=[CH:27][C:26]([CH3:29])=[CH:25][CH:24]=3)(=[O:22])=[O:21])[O:16]C(C)(C)[O:14]2)(=[O:10])=[O:9])=[CH:4][CH:3]=1.CC1C=CC(S(O)(=O)=O)=CC=1.O. Product: [CH3:1][C:2]1[CH:7]=[CH:6][C:5]([S:8]([O:11][CH2:12][C@@H:13]([OH:14])[C@H:17]([OH:16])[CH2:18][O:19][S:20]([C:23]2[CH:24]=[CH:25][C:26]([CH3:29])=[CH:27][CH:28]=2)(=[O:22])=[O:21])(=[O:9])=[O:10])=[CH:4][CH:3]=1. The catalyst class is: 1. (2) Product: [CH2:1]([O:3][C:4](=[O:18])[CH2:5][CH2:6][NH:7][C:8](=[O:17])[C:9]1[CH:10]=[CH:11][C:12]([CH:15]2[CH2:16][O:27]2)=[CH:13][CH:14]=1)[CH3:2]. The catalyst class is: 22. Reactant: [CH2:1]([O:3][C:4](=[O:18])[CH2:5][CH2:6][NH:7][C:8](=[O:17])[C:9]1[CH:14]=[CH:13][C:12]([CH:15]=[CH2:16])=[CH:11][CH:10]=1)[CH3:2].ClC1C=CC=C(C(OO)=[O:27])C=1. (3) Reactant: [CH3:1][O:2][CH:3]1[CH2:8][CH2:7][C:6](=O)[CH2:5][CH2:4]1.[NH:10]1[CH2:15][CH2:14][CH:13]([NH:16][C:17](=[O:23])[O:18][C:19]([CH3:22])([CH3:21])[CH3:20])[CH2:12][CH2:11]1.C(O[BH-](OC(=O)C)OC(=O)C)(=O)C.[Na+]. Product: [CH3:1][O:2][C@H:3]1[CH2:8][CH2:7][C@H:6]([N:10]2[CH2:11][CH2:12][CH:13]([NH:16][C:17](=[O:23])[O:18][C:19]([CH3:21])([CH3:20])[CH3:22])[CH2:14][CH2:15]2)[CH2:5][CH2:4]1. The catalyst class is: 4. (4) Reactant: Cl.[N:2]12[CH2:9][CH2:8][CH:5]([CH2:6][CH2:7]1)[CH:4]([C:10]([OH:12])=O)[CH2:3]2.C(Cl)CCl.C1C=CC2N(O)N=NC=2C=1.C(N(CC)CC)C.[C:34]1([CH2:40][SH:41])[CH:39]=[CH:38][CH:37]=[CH:36][CH:35]=1. Product: [N:2]12[CH2:7][CH2:6][CH:5]([CH2:8][CH2:9]1)[CH:4]([C:10](=[O:12])[S:41][CH2:40][C:34]1[CH:39]=[CH:38][CH:37]=[CH:36][CH:35]=1)[CH2:3]2. The catalyst class is: 1. (5) Reactant: Br[C:2]1[CH:14]=[CH:13][C:5]([O:6][CH2:7][C:8]2([C:11]#[N:12])[CH2:10][CH2:9]2)=[C:4]([CH2:15][CH3:16])[CH:3]=1.[Cl:17][C:18]1[CH:23]=[CH:22][C:21]([C:24]2[O:32][C:31]3[CH:30]=[CH:29][NH:28][C:27](=[O:33])[C:26]=3[CH:25]=2)=[CH:20][CH:19]=1.C(=O)([O-])[O-].[K+].[K+].CN[C@@H]1CCCC[C@H]1NC. Product: [Cl:17][C:18]1[CH:19]=[CH:20][C:21]([C:24]2[O:32][C:31]3[CH:30]=[CH:29][N:28]([C:2]4[CH:14]=[CH:13][C:5]([O:6][CH2:7][C:8]5([C:11]#[N:12])[CH2:10][CH2:9]5)=[C:4]([CH2:15][CH3:16])[CH:3]=4)[C:27](=[O:33])[C:26]=3[CH:25]=2)=[CH:22][CH:23]=1. The catalyst class is: 321. (6) Reactant: CS(O[CH2:6][C@:7]12[CH2:13][C@H:12]1[C@:11]([C:15]1[CH:20]=[CH:19][CH:18]=[C:17]([F:21])[C:16]=1[F:22])([CH3:14])[N:10]=[C:9]([N:23]([C:32]([O:34][C:35]([CH3:38])([CH3:37])[CH3:36])=[O:33])[CH2:24][O:25][CH2:26][CH2:27][Si:28]([CH3:31])([CH3:30])[CH3:29])[S:8]2)(=O)=O.[N-:39]=[N+:40]=[N-:41].[Na+]. Product: [C:35]([O:34][C:32](=[O:33])[N:23]([C:9]1[S:8][C@:7]2([CH2:6][N:39]=[N+:40]=[N-:41])[C@H:12]([C@:11]([C:15]3[CH:20]=[CH:19][CH:18]=[C:17]([F:21])[C:16]=3[F:22])([CH3:14])[N:10]=1)[CH2:13]2)[CH2:24][O:25][CH2:26][CH2:27][Si:28]([CH3:29])([CH3:30])[CH3:31])([CH3:37])([CH3:38])[CH3:36]. The catalyst class is: 3.